This data is from Reaction yield outcomes from USPTO patents with 853,638 reactions. The task is: Predict the reaction yield, written as a fraction of the theoretical maximum amount of product (1.0 means a 100% yield; for example, 0.34 means a 34% yield). (1) The reactants are [Br:1][C:2]1[CH:3]=[CH:4]C2=[C:6]([CH:24]=1)CN(C)CC=C2C1C=CC2N(C)CCOC=2C=1.C(=O)([O-])[O-].[K+].[K+].[N:31]1[CH:36]=[CH:35][CH:34]=[CH:33][CH:32]=1. No catalyst specified. The product is [Br:1][C:2]1[CH:3]=[CH:4][C:32]2[CH2:33][CH2:34][CH2:35][CH2:36][NH:31][C:6]=2[CH:24]=1. The yield is 0.650. (2) The reactants are [CH3:1][C:2]1[N:7]=[C:6]([CH2:8][CH2:9][CH3:10])[NH:5][C:4](=[O:11])[CH:3]=1.Br[CH2:13][C:14]1[CH:19]=[CH:18][C:17]([C:20]2[C:21]([C:26]#[N:27])=[CH:22][CH:23]=[CH:24][CH:25]=2)=[CH:16][CH:15]=1.C(=O)([O-])[O-].[K+].[K+]. The catalyst is C(#N)C. The product is [CH3:1][C:2]1[N:7]=[C:6]([CH2:8][CH2:9][CH3:10])[N:5]([CH2:13][C:14]2[CH:15]=[CH:16][C:17]([C:20]3[C:21]([C:26]#[N:27])=[CH:22][CH:23]=[CH:24][CH:25]=3)=[CH:18][CH:19]=2)[C:4](=[O:11])[CH:3]=1. The yield is 0.470. (3) The reactants are [C:1]1([CH3:10])[CH:6]=[CH:5][C:4]([S@@](C)=O)=[CH:3][CH:2]=1.C([Si](Cl)(Cl)Cl)C=C.[CH3:18][C:19](=[N:28][NH:29][C:30](=[O:39])[C:31]1[CH:36]=[CH:35][C:34]([CH2:37][CH3:38])=[CH:33][CH:32]=1)[CH2:20][CH2:21][C:22]1C=CC=CC=1. The catalyst is CC(=CC)C.C(Cl)Cl. The product is [CH2:18]([C@@H:19]([NH:28][NH:29][C:30](=[O:39])[C:31]1[CH:32]=[CH:33][C:34]([CH2:37][CH3:38])=[CH:35][CH:36]=1)[CH2:20][CH:21]=[CH2:22])[CH2:10][C:1]1[CH:6]=[CH:5][CH:4]=[CH:3][CH:2]=1. The yield is 0.414. (4) The reactants are [Cl:1][C:2]1[CH:11]=[C:10]2[C:5]([C:6]([OH:18])=[C:7]([C:13]([O:15][CH2:16][CH3:17])=[O:14])[C:8](=[O:12])[NH:9]2)=[CH:4][C:3]=1I.[CH3:20][N:21]1[C:29]2[C:24](=[CH:25][C:26](B(O)O)=[CH:27][CH:28]=2)[CH:23]=[CH:22]1.C(=O)([O-])[O-].[Cs+].[Cs+]. The catalyst is O1CCOCC1.O.C1C=CC([P]([Pd]([P](C2C=CC=CC=2)(C2C=CC=CC=2)C2C=CC=CC=2)([P](C2C=CC=CC=2)(C2C=CC=CC=2)C2C=CC=CC=2)[P](C2C=CC=CC=2)(C2C=CC=CC=2)C2C=CC=CC=2)(C2C=CC=CC=2)C2C=CC=CC=2)=CC=1. The product is [Cl:1][C:2]1[CH:11]=[C:10]2[C:5]([C:6]([OH:18])=[C:7]([C:13]([O:15][CH2:16][CH3:17])=[O:14])[C:8](=[O:12])[NH:9]2)=[CH:4][C:3]=1[C:26]1[CH:25]=[C:24]2[C:29](=[CH:28][CH:27]=1)[N:21]([CH3:20])[CH:22]=[CH:23]2. The yield is 0.655.